Dataset: Cav3 T-type calcium channel HTS with 100,875 compounds. Task: Binary Classification. Given a drug SMILES string, predict its activity (active/inactive) in a high-throughput screening assay against a specified biological target. (1) The drug is S(CC1OCCCC1)c1n(c(nn1)c1sccc1)c1ccccc1. The result is 0 (inactive). (2) The drug is o1c(c2n(Cc3ccccc3)c3nc4c(nc3n2)cccc4)ccc1. The result is 0 (inactive). (3) The compound is S(c1n(CCCC)c2c(n(c(=O)n(c2=O)C)C)n1)CC(=O)Nc1sc(nn1)CC. The result is 0 (inactive).